This data is from Peptide-MHC class II binding affinity with 134,281 pairs from IEDB. The task is: Regression. Given a peptide amino acid sequence and an MHC pseudo amino acid sequence, predict their binding affinity value. This is MHC class II binding data. (1) The peptide sequence is AKRKLNMFVSDQVGD. The MHC is DRB1_0101 with pseudo-sequence DRB1_0101. The binding affinity (normalized) is 0.102. (2) The binding affinity (normalized) is 0.851. The MHC is DRB1_1101 with pseudo-sequence DRB1_1101. The peptide sequence is LGGVMGGLWKYLNAV. (3) The peptide sequence is KCKYPEGTKVTFHVE. The MHC is DRB1_0802 with pseudo-sequence DRB1_0802. The binding affinity (normalized) is 0. (4) The peptide sequence is YDKFLANVSTVHTGK. The MHC is DRB1_1302 with pseudo-sequence DRB1_1302. The binding affinity (normalized) is 0.598. (5) The peptide sequence is KDKWIALKESWGAIW. The MHC is DRB1_0301 with pseudo-sequence DRB1_0301. The binding affinity (normalized) is 0.0811. (6) The peptide sequence is MAFQEMENFLGPIAV. The MHC is DRB1_0901 with pseudo-sequence DRB1_0901. The binding affinity (normalized) is 0.664. (7) The peptide sequence is CISMIGLCACVVDVW. The MHC is DRB1_1101 with pseudo-sequence DRB1_1101. The binding affinity (normalized) is 0.160. (8) The peptide sequence is LEAWLTEHGCNRLKR. The MHC is HLA-DQA10201-DQB10301 with pseudo-sequence HLA-DQA10201-DQB10301. The binding affinity (normalized) is 0.425.